From a dataset of Catalyst prediction with 721,799 reactions and 888 catalyst types from USPTO. Predict which catalyst facilitates the given reaction. Reactant: [C:1]([O:4][CH:5]([C@@H:8]1[CH2:12][C@H:11]([OH:13])[C@H:10]([N:14]2[C:18]3[N:19]=[C:20]([NH2:24])[NH:21][C:22](=[O:23])[C:17]=3[S:16][C:15]2=[O:25])[O:9]1)[CH2:6][CH3:7])(=[O:3])[CH3:2].N1C=CC=CC=1.[F:32][C:33]([F:46])([F:45])[S:34](O[S:34]([C:33]([F:46])([F:45])[F:32])(=[O:36])=[O:35])(=[O:36])=[O:35]. Product: [C:1]([O:4][CH:5]([C@@H:8]1[CH2:12][C@H:11]([O:13][S:34]([C:33]([F:46])([F:45])[F:32])(=[O:36])=[O:35])[C@H:10]([N:14]2[C:18]3[N:19]=[C:20]([NH2:24])[NH:21][C:22](=[O:23])[C:17]=3[S:16][C:15]2=[O:25])[O:9]1)[CH2:6][CH3:7])(=[O:3])[CH3:2]. The catalyst class is: 2.